This data is from Full USPTO retrosynthesis dataset with 1.9M reactions from patents (1976-2016). The task is: Predict the reactants needed to synthesize the given product. (1) Given the product [I:27][CH2:2][C:3]1[CH:4]=[C:5]([C:9]2[CH:10]=[C:11]([CH2:21][CH2:22][NH:23][C:24](=[O:26])[CH3:25])[C:12]3[C:17]([CH:18]=2)=[CH:16][CH:15]=[C:14]([O:19][CH3:20])[CH:13]=3)[CH:6]=[CH:7][CH:8]=1, predict the reactants needed to synthesize it. The reactants are: Br[CH2:2][C:3]1[CH:4]=[C:5]([C:9]2[CH:10]=[C:11]([CH2:21][CH2:22][NH:23][C:24](=[O:26])[CH3:25])[C:12]3[C:17]([CH:18]=2)=[CH:16][CH:15]=[C:14]([O:19][CH3:20])[CH:13]=3)[CH:6]=[CH:7][CH:8]=1.[I-:27].[Na+]. (2) Given the product [Cl:1][C:2]1[CH:7]=[CH:6][C:5]([CH:8]2[CH2:15][NH:16][C:10](=[O:11])[CH2:9]2)=[CH:4][CH:3]=1, predict the reactants needed to synthesize it. The reactants are: [Cl:1][C:2]1[CH:7]=[CH:6][C:5]([CH:8]([CH2:15][N+:16]([O-])=O)[CH2:9][C:10](OCC)=[O:11])=[CH:4][CH:3]=1.Cl. (3) Given the product [C:1]([O:5][C:6](=[O:7])[C:8]1[CH:13]=[CH:12][CH:11]=[CH:10][C:9]=1[C:14]1[CH:19]=[CH:18][N:17]=[C:16]([C:20](=[O:21])[NH:37][C@H:28]([CH2:29][C:30]2[CH:35]=[CH:34][CH:33]=[CH:32][C:31]=2[Cl:36])[C@H:27]([C:26]([O:25][CH2:23][CH3:24])=[O:39])[OH:38])[CH:15]=1)([CH3:3])([CH3:2])[CH3:4], predict the reactants needed to synthesize it. The reactants are: [C:1]([O:5][C:6]([C:8]1[CH:13]=[CH:12][CH:11]=[CH:10][C:9]=1[C:14]1[CH:19]=[CH:18][N:17]=[C:16]([C:20](O)=[O:21])[CH:15]=1)=[O:7])([CH3:4])([CH3:3])[CH3:2].[CH2:23]([O:25][C:26](=[O:39])[C@H:27]([OH:38])[C@H:28]([NH2:37])[CH2:29][C:30]1[CH:35]=[CH:34][CH:33]=[CH:32][C:31]=1[Cl:36])[CH3:24].CCN(C(C)C)C(C)C.CN(C(ON1N=NC2C=CC=NC1=2)=[N+](C)C)C.F[P-](F)(F)(F)(F)F. (4) Given the product [F:31][C:32]1[CH:37]=[CH:36][C:35]([S:38]([N:8]2[CH2:17][CH2:16][C:15]3[C@:10]([CH2:28][O:29][CH3:30])([CH2:11][C:12]4[CH:20]=[N:19][N:18]([C:21]5[CH:22]=[CH:23][C:24]([F:27])=[CH:25][CH:26]=5)[C:13]=4[CH:14]=3)[CH2:9]2)(=[O:40])=[O:39])=[CH:34][CH:33]=1, predict the reactants needed to synthesize it. The reactants are: C(OC([N:8]1[CH2:17][CH2:16][C:15]2[C@:10]([CH2:28][O:29][CH3:30])([CH2:11][C:12]3[CH:20]=[N:19][N:18]([C:21]4[CH:26]=[CH:25][C:24]([F:27])=[CH:23][CH:22]=4)[C:13]=3[CH:14]=2)[CH2:9]1)=O)(C)(C)C.[F:31][C:32]1[CH:37]=[CH:36][C:35]([S:38](Cl)(=[O:40])=[O:39])=[CH:34][CH:33]=1.